From a dataset of Full USPTO retrosynthesis dataset with 1.9M reactions from patents (1976-2016). Predict the reactants needed to synthesize the given product. (1) The reactants are: C[O:2][C:3](=O)[C@H:4]([CH2:13][OH:14])[NH:5][C:6]([O:8]C(C)(C)C)=[O:7].[CH3:21][CH:22]([CH2:24][AlH][CH2:21][CH:22]([CH3:24])[CH3:23])[CH3:23].[C:25]1([CH3:31])[CH:30]=CC=CC=1. Given the product [C:22]([O:8][C:6]([N:5]1[C@H:4]([CH:3]=[O:2])[CH2:13][O:14][C:25]1([CH3:30])[CH3:31])=[O:7])([CH3:21])([CH3:23])[CH3:24], predict the reactants needed to synthesize it. (2) The reactants are: [Si:1]([O:8][C@@H:9]1[CH2:14][CH2:13][CH2:12][N:11]([C:15]2[CH:20]=[CH:19][N:18]=[CH:17][C:16]=2[N+:21]([O-])=O)[CH2:10]1)([C:4]([CH3:7])([CH3:6])[CH3:5])([CH3:3])[CH3:2]. Given the product [C:4]([C:17]1[C:16]([NH2:21])=[C:15]([N:11]2[CH2:12][CH2:13][CH2:14][C@H:9]([O:8][Si:1]([C:4]([CH3:7])([CH3:6])[CH3:5])([CH3:3])[CH3:2])[CH2:10]2)[CH:20]=[CH:19][N:18]=1)([CH3:7])([CH3:6])[CH3:5], predict the reactants needed to synthesize it. (3) Given the product [NH2:18][C:19]1[N:24]=[C:23]([N:11]2[CH2:12][CH2:13][N:8]([C:6]([O:5][C:1]([CH3:4])([CH3:2])[CH3:3])=[O:7])[CH2:9][CH:10]2[C:14]([F:16])([F:17])[F:15])[C:22]([CH:26]=[O:27])=[C:21]([Cl:28])[N:20]=1, predict the reactants needed to synthesize it. The reactants are: [C:1]([O:5][C:6]([N:8]1[CH2:13][CH2:12][NH:11][CH:10]([C:14]([F:17])([F:16])[F:15])[CH2:9]1)=[O:7])([CH3:4])([CH3:3])[CH3:2].[NH2:18][C:19]1[N:24]=[C:23](Cl)[C:22]([CH:26]=[O:27])=[C:21]([Cl:28])[N:20]=1.CCN(C(C)C)C(C)C. (4) Given the product [NH2:8][C:5]1[C:4]2[C:13]([C:16]3[CH:21]=[CH:20][C:19]([NH:22][C:23]([C:25]4[N:26]([CH3:34])[C:27]5[C:32]([CH:33]=4)=[CH:31][CH:30]=[CH:29][CH:28]=5)=[O:24])=[C:18]([O:35][CH3:36])[CH:17]=3)=[CH:14][S:15][C:3]=2[C:2]([NH:1][S:42]([C:38]2[S:37][CH:41]=[CH:40][CH:39]=2)(=[O:44])=[O:43])=[CH:7][N:6]=1, predict the reactants needed to synthesize it. The reactants are: [NH2:1][C:2]1[C:3]2[S:15][CH:14]=[C:13]([C:16]3[CH:21]=[CH:20][C:19]([NH:22][C:23]([C:25]4[N:26]([CH3:34])[C:27]5[C:32]([CH:33]=4)=[CH:31][CH:30]=[CH:29][CH:28]=5)=[O:24])=[C:18]([O:35][CH3:36])[CH:17]=3)[C:4]=2[C:5]([N:8]=CN(C)C)=[N:6][CH:7]=1.[S:37]1[CH:41]=[CH:40][CH:39]=[C:38]1[S:42](Cl)(=[O:44])=[O:43]. (5) The reactants are: [S:1]([N:11]1[CH2:17][CH2:16][C:15]([NH:18][C:19](=[O:25])[O:20][C:21]([CH3:24])([CH3:23])[CH3:22])=[CH:14][C:13]2[CH:26]=[CH:27][CH:28]=[CH:29][C:12]1=2)([C:4]1[CH:10]=[CH:9][C:7]([CH3:8])=[CH:6][CH:5]=1)(=[O:3])=[O:2].[H][H]. Given the product [S:1]([N:11]1[CH2:17][CH2:16][CH:15]([NH:18][C:19](=[O:25])[O:20][C:21]([CH3:22])([CH3:23])[CH3:24])[CH2:14][C:13]2[CH:26]=[CH:27][CH:28]=[CH:29][C:12]1=2)([C:4]1[CH:5]=[CH:6][C:7]([CH3:8])=[CH:9][CH:10]=1)(=[O:2])=[O:3], predict the reactants needed to synthesize it. (6) Given the product [NH2:56][C@H:18]1[C@@H:17]([N:14]2[CH2:15][CH2:16][C@H:12]([NH:11][C:9]([O:8][CH2:1][C:2]3[CH:3]=[CH:4][CH:5]=[CH:6][CH:7]=3)=[O:10])[C:13]2=[O:34])[CH2:22][CH2:21][C@@H:20]([NH:23][C:24](=[O:25])[O:26][C:27]([CH3:30])([CH3:28])[CH3:29])[CH2:19]1, predict the reactants needed to synthesize it. The reactants are: [CH2:1]([O:8][C:9]([NH:11][C@H:12]1[CH2:16][CH2:15][N:14]([C@H:17]2[CH2:22][CH2:21][C@@H:20]([NH:23][C:24]([O:26][C:27]([CH3:30])([CH3:29])[CH3:28])=[O:25])[CH2:19][C@H:18]2C(N)=O)[C:13]1=[O:34])=[O:10])[C:2]1[CH:7]=[CH:6][CH:5]=[CH:4][CH:3]=1.C(O)(=O)C.C(O)(=O)C.IC1C=CC=CC=1.C(O)(=O)C.CC#[N:56].